This data is from Catalyst prediction with 721,799 reactions and 888 catalyst types from USPTO. The task is: Predict which catalyst facilitates the given reaction. Reactant: Cl.Cl[CH2:3][CH2:4][N:5]1[CH2:9][CH2:8][CH2:7][CH2:6]1.C([O-])([O-])=O.[K+].[K+].[N+:16]([C:19]1[CH:20]=[C:21]2[C:25](=[CH:26][CH:27]=1)[NH:24][N:23]=[CH:22]2)([O-:18])=[O:17]. Product: [N+:16]([C:19]1[CH:27]=[CH:26][C:25]2[C:21](=[CH:22][N:23]([CH2:3][CH2:4][N:5]3[CH2:9][CH2:8][CH2:7][CH2:6]3)[N:24]=2)[CH:20]=1)([O-:18])=[O:17]. The catalyst class is: 10.